From a dataset of Full USPTO retrosynthesis dataset with 1.9M reactions from patents (1976-2016). Predict the reactants needed to synthesize the given product. (1) Given the product [CH3:22][C:10]1[CH:15]=[C:14]([CH3:16])[CH:13]=[C:12]([CH3:17])[C:11]=1[S:18]([N:1]1[C:5]2=[CH:6][N:7]=[CH:8][CH:9]=[C:4]2[CH:3]=[CH:2]1)(=[O:19])=[O:20], predict the reactants needed to synthesize it. The reactants are: [NH:1]1[C:5]2=[CH:6][N:7]=[CH:8][CH:9]=[C:4]2[CH:3]=[CH:2]1.[C:10]1([CH3:22])[CH:15]=[C:14]([CH3:16])[CH:13]=[C:12]([CH3:17])[C:11]=1[S:18](Cl)(=[O:20])=[O:19].[H-].[Na+]. (2) Given the product [Cl:21][C:19]1[C:18](=[O:22])[N:13]([CH2:14][CH2:15][O:16][CH3:17])[C:10]([C:5]2[CH:4]=[C:3]([F:2])[CH:8]=[C:7]([F:9])[CH:6]=2)=[C:11]([Cl:1])[N:12]=1, predict the reactants needed to synthesize it. The reactants are: [ClH:1].[F:2][C:3]1[CH:4]=[C:5]([CH:10]([NH:13][CH2:14][CH2:15][O:16][CH3:17])[C:11]#[N:12])[CH:6]=[C:7]([F:9])[CH:8]=1.[C:18](Cl)(=[O:22])[C:19]([Cl:21])=O.CN(C)C=O. (3) Given the product [C:40]([N:37]1[CH2:36][CH2:35][CH:39]([C:9]2[CH:8]=[CH:7][C:3]([C:4]([NH2:6])=[O:5])=[C:2]([O:25][C:22]3[CH:23]=[CH:24][C:19]([O:18][C:15]4[CH:14]=[CH:13][C:12]([CH3:26])=[CH:17][CH:16]=4)=[CH:20][CH:21]=3)[N:10]=2)[CH2:38]1)(=[O:42])[CH:48]=[CH2:49], predict the reactants needed to synthesize it. The reactants are: Cl[C:2]1[N:10]=[C:9](Cl)[CH:8]=[CH:7][C:3]=1[C:4]([NH2:6])=[O:5].[C:12]1([CH3:26])[CH:17]=[CH:16][C:15]([O:18][C:19]2[CH:24]=[CH:23][C:22]([OH:25])=[CH:21][CH:20]=2)=[CH:14][CH:13]=1.CC1(C)C(C)(C)OB([C:35]2[CH2:36][N:37]([C:40]([O:42]C(C)(C)C)=O)[CH2:38][CH:39]=2)O1.[C:48](Cl)(=O)[CH:49]=C.N1C=CCCC1.N1CCCCC1. (4) Given the product [F:20][C:14]1[CH:15]=[C:10]([S:7]([C:2]([CH3:1])([CH3:6])[CH2:3][CH2:4][NH2:5])(=[O:9])=[O:8])[CH:11]=[C:12]([C:16]([F:18])([F:19])[F:17])[CH:13]=1, predict the reactants needed to synthesize it. The reactants are: [CH3:1][C:2]([S:7]([C:10]1[CH:15]=[CH:14][CH:13]=[C:12]([C:16]([F:19])([F:18])[F:17])[CH:11]=1)(=[O:9])=[O:8])([CH3:6])[CH2:3][CH2:4][NH2:5].[F:20]C1C=C(SC(C)(C)CC(O)=O)C=C(C(F)(F)F)C=1. (5) Given the product [CH3:1][C@@H:2]1[N:7]([CH3:8])[CH2:6][CH2:5][N:4]([CH2:9][C:10]2[CH:11]=[C:12]([C:16]3[C:21]([F:22])=[CH:20][CH:19]=[C:18]([CH2:23][NH:24][C:25](=[O:39])[C:26]4[CH:31]=[CH:30][CH:29]=[C:28]([CH2:32][CH:33]5[CH2:34][CH2:35][N:36]([CH3:40])[CH2:37][CH2:38]5)[CH:27]=4)[CH:17]=3)[CH:13]=[CH:14][CH:15]=2)[CH2:3]1, predict the reactants needed to synthesize it. The reactants are: [CH3:1][C@@H:2]1[N:7]([CH3:8])[CH2:6][CH2:5][N:4]([CH2:9][C:10]2[CH:11]=[C:12]([C:16]3[C:21]([F:22])=[CH:20][CH:19]=[C:18]([CH2:23][NH:24][C:25](=[O:39])[C:26]4[CH:31]=[CH:30][CH:29]=[C:28]([CH2:32][CH:33]5[CH2:38][CH2:37][NH:36][CH2:35][CH2:34]5)[CH:27]=4)[CH:17]=3)[CH:13]=[CH:14][CH:15]=2)[CH2:3]1.[CH2:40]=O.[BH4-].[Na+]. (6) Given the product [OH:1][CH2:2][CH2:3][N:4]1[CH:8]=[C:7]([C:9]2[C:17]3[C:16]([NH:18][C@H:19]([C:21]4[N:26]([C:27]5[CH:32]=[CH:31][CH:30]=[CH:29][CH:28]=5)[C:25](=[O:33])[C:24]5=[C:34]([CH3:37])[CH:35]=[CH:36][N:23]5[N:22]=4)[CH3:20])=[N:15][CH:14]=[N:13][C:12]=3[NH:11][CH:10]=2)[CH:6]=[N:5]1, predict the reactants needed to synthesize it. The reactants are: [OH:1][CH2:2][CH2:3][N:4]1[CH:8]=[C:7]([C:9]2[C:17]3[C:16]([NH:18][C@H:19]([C:21]4[N:26]([C:27]5[CH:32]=[CH:31][CH:30]=[CH:29][CH:28]=5)[C:25](=[O:33])[C:24]5=[C:34]([CH3:37])[CH:35]=[CH:36][N:23]5[N:22]=4)[CH3:20])=[N:15][CH:14]=[N:13][C:12]=3[N:11](COCC[Si](C)(C)C)[CH:10]=2)[CH:6]=[N:5]1.FC(F)(F)C(O)=O.N. (7) Given the product [O:31]=[C:32]1[NH:36][C:35](=[O:37])[CH:34]([CH2:38][C:39]([N:1]2[CH2:6][CH2:5][CH:4]([C:7]3[CH:8]=[CH:9][C:10]([NH:13][C:14]([C:16]4[N:17]=[C:18]([C:25]5[CH:30]=[CH:29][CH:28]=[CH:27][CH:26]=5)[O:19][C:20]=4[C:21]([F:22])([F:23])[F:24])=[O:15])=[CH:11][CH:12]=3)[CH2:3][CH2:2]2)=[O:40])[S:33]1, predict the reactants needed to synthesize it. The reactants are: [NH:1]1[CH2:6][CH2:5][CH:4]([C:7]2[CH:12]=[CH:11][C:10]([NH:13][C:14]([C:16]3[N:17]=[C:18]([C:25]4[CH:30]=[CH:29][CH:28]=[CH:27][CH:26]=4)[O:19][C:20]=3[C:21]([F:24])([F:23])[F:22])=[O:15])=[CH:9][CH:8]=2)[CH2:3][CH2:2]1.[O:31]=[C:32]1[NH:36][C:35](=[O:37])[CH:34]([CH2:38][C:39](O)=[O:40])[S:33]1.C(N(CC)CC)C.F[P-](F)(F)(F)(F)F.N1(O[P+](N(C)C)(N(C)C)N(C)C)C2C=CC=CC=2N=N1. (8) Given the product [C:1]([O:5][C:6](=[O:28])[CH2:7][C@H:8]([C:18]1[O:22][N:21]=[C:20]([C:23]([N:29]2[CH2:32][CH:31]([C:33]([OH:35])=[O:34])[CH2:30]2)=[O:24])[N:19]=1)[CH2:9][CH2:10][CH2:11][CH:12]1[CH2:17][CH2:16][CH2:15][CH2:14][CH2:13]1)([CH3:2])([CH3:3])[CH3:4], predict the reactants needed to synthesize it. The reactants are: [C:1]([O:5][C:6](=[O:28])[CH2:7][C@H:8]([C:18]1[O:22][N:21]=[C:20]([C:23](OCC)=[O:24])[N:19]=1)[CH2:9][CH2:10][CH2:11][CH:12]1[CH2:17][CH2:16][CH2:15][CH2:14][CH2:13]1)([CH3:4])([CH3:3])[CH3:2].[NH:29]1[CH2:32][CH:31]([C:33]([OH:35])=[O:34])[CH2:30]1.C(=O)([O-])[O-].[K+].[K+].Cl. (9) Given the product [C:11]1([C:9]2[NH:8][C:5]3=[N:6][CH:7]=[C:2]([CH:28]([C:24]4[CH:23]=[N:22][CH:27]=[CH:26][CH:25]=4)[OH:29])[CH:3]=[C:4]3[CH:10]=2)[CH:16]=[CH:15][CH:14]=[CH:13][CH:12]=1, predict the reactants needed to synthesize it. The reactants are: Br[C:2]1[CH:3]=[C:4]2[CH:10]=[C:9]([C:11]3[CH:16]=[CH:15][CH:14]=[CH:13][CH:12]=3)[NH:8][C:5]2=[N:6][CH:7]=1.C([Li])CCC.[N:22]1[CH:27]=[CH:26][CH:25]=[C:24]([CH:28]=[O:29])[CH:23]=1.O.